Dataset: Forward reaction prediction with 1.9M reactions from USPTO patents (1976-2016). Task: Predict the product of the given reaction. (1) The product is: [O:34]=[C:30]1[NH:31][CH2:32][CH2:33][N:28]([CH2:27][C:8]2[C:9]([C:21]3[CH:26]=[CH:25][CH:24]=[CH:23][CH:22]=3)=[N:10][C:11]3[CH:12]=[C:13]4[O:20][CH2:19][CH2:18][O:17][C:14]4=[CH:15][C:16]=3[C:7]=2[C:5]([OH:6])=[O:4])[CH2:29]1. Given the reactants [OH-].[K+].C[O:4][C:5]([C:7]1[C:16]2[CH:15]=[C:14]3[O:17][CH2:18][CH2:19][O:20][C:13]3=[CH:12][C:11]=2[N:10]=[C:9]([C:21]2[CH:26]=[CH:25][CH:24]=[CH:23][CH:22]=2)[C:8]=1[CH2:27][N:28]1[CH2:33][CH2:32][NH:31][C:30](=[O:34])[CH2:29]1)=[O:6].C(O)(=O)CC(CC(O)=O)(C(O)=O)O, predict the reaction product. (2) Given the reactants [CH:1]12[CH2:7][CH:4]([CH:5]=[CH:6]1)[CH2:3][CH:2]2[NH:8][C:9]([NH:11][NH2:12])=[S:10].[F:13][C:14]([F:24])([F:23])[C:15]1[CH:22]=[CH:21][CH:20]=[CH:19][C:16]=1[CH:17]=O, predict the reaction product. The product is: [CH:1]12[CH2:7][CH:4]([CH:5]=[CH:6]1)[CH2:3][CH:2]2[NH:8][C:9](=[S:10])[NH:11][N:12]=[CH:17][C:16]1[CH:19]=[CH:20][CH:21]=[CH:22][C:15]=1[C:14]([F:13])([F:23])[F:24].